This data is from Experimentally validated miRNA-target interactions with 360,000+ pairs, plus equal number of negative samples. The task is: Binary Classification. Given a miRNA mature sequence and a target amino acid sequence, predict their likelihood of interaction. (1) The miRNA is dre-miR-29b with sequence UAGCACCAUUUGAAAUCAGUGU. The protein sequence of the target gene is MGQGLWRVARNHHLQQEAYSETGYLSREQSRRVASSNISHTSHRKQAQGGIDIYHLLKARKSKEQEGFINLEMLPPELSFTILSYLNATDLCLASCVWQDLANDELLWQGLCKSTWGHCSIYNKNPPLGFSFRKLYMQLDEGSLTFNANPEEGVSYFMSKGILDDSPKEIAKFIFCTRTLNWKKLRIYLDERRDVLDDLVTLHNFRNQFLPNALREFFRHIHAPEERGEYLETLITKFSHRFCACNPDLMRELGLSPDAVYVLCYSLILLSIDLTSPHVKNKMSKREFIRNTRRAAQNIS.... Result: 0 (no interaction). (2) The miRNA is hsa-miR-1298-3p with sequence CAUCUGGGCAACUGACUGAAC. The protein sequence of the target gene is MDHYDSQQTNDYMQPEEDWDRDLLLDPAWEKQQRKTFTAWCNSHLRKAGTQIENIEEDFRDGLKLMLLLEVISGERLAKPERGKMRVHKISNVNKALDFIASKGVKLVSIGAEEIVDGNVKMTLGMIWTIILRFAIQDISVEETSAKEGLLLWCQRKTAPYKNVNIQNFHISWKDGLGFCALIHRHRPELIDYGKLRKDDPLTNLNTAFDVAEKYLDIPKMLDAEDIVGTARPDEKAIMTYVSSFYHAFSGAQKAETAANRICKVLAVNQENEQLMEDYEKLASDLLEWIRRTIPWLENR.... Result: 0 (no interaction). (3) The miRNA is hsa-miR-493-5p with sequence UUGUACAUGGUAGGCUUUCAUU. The protein sequence of the target gene is MSDMVERTLTALPGLFLQNQLGGPAASRAPFFSRLGGLIRGVTALSSKHEEEKLIQQELSSLKATVSAPTTTLKTMKECMVRLIYCEMLGYDASFGYIHAIKLAQQGNLLEKRVGYLAVSLFLHESHELLLLLVNTVVKDLQSTNLVEVCMALTVVSQIFPREMIPAVLPLIEDKLQHSKEIIRRKAVLALYKFYLIAPNQVQHIHTKFRKALCDRDVGVMAASLHIYLRMIKENASGYKDLTESFVTILKQVVGGKLPVEFSYHSVPAPWLQIQLLRILGLLGKDDERTSELMYDVLDE.... Result: 0 (no interaction). (4) The miRNA is hsa-miR-489-5p with sequence GGUCGUAUGUGUGACGCCAUUU. The protein sequence of the target gene is MSDRLGQITQGKDGKSKYSTLSLFDKYKGRSVGAVRSSVIPRHGLQSLGKVATARRMPPPANLPSLKSENKGNDPNIVIVPKDGTGWANKQDQQDPKSSSVTASQPPESQPQPGLQKSVSNLQKPTQSISQENTNSVPGGPKSWAQLSGKPVGHEGGLRGSSRLLSFSPEEFPTLKAAGGQDKAGKEKGALDLSYGPGPSLRPQNVTSWREGGGRNIISAASLSASPTELGSRNASGADGAPSLACTSDSKEPSLRPAQPSRRGASQFMGHGYQPPTYHDMLPAFMCSPQSSENQTTVER.... Result: 0 (no interaction). (5) The miRNA is hsa-miR-1910-5p with sequence CCAGUCCUGUGCCUGCCGCCU. The protein sequence of the target gene is MHRDAWLPRPAFSLTGLSLFFSLVPPGRSMEVTAPTTLSVLNGSDTRLPCTFNSCYTVNHKQFSLNWTYQECNNCTEEMFLQFRMKIINLKLERFGDRVEFSGNPSKYDVSVTLKNVQLEDEGIYNCYITNPPDRHRGHGKIYLQVLLEVPPERDSTVAVIVGASVGGFLAVVILVLMVVKCVRRKKEQKLSTDDLKTEEEGKMDGEGNAEDGTK. Result: 0 (no interaction). (6) The miRNA is hsa-miR-3127-3p with sequence UCCCCUUCUGCAGGCCUGCUGG. The protein sequence of the target gene is MEPELEHTLPGTLTWSHSGGPESQEMDFLEQGENSWPSPAVATSSERTCAIRGVKASRWTRQEAVEEAEPPGLGEGAQSRPAAESTRQEATFPKATPLAQAVPLAEAETSPTGWDLLLPDCAASAGGSSTGDLELTIEFPAPEAWDCELEGLGKDRPRPGPSPQAPLLGLSWDDELQKPGAQVYMHFMQEHTCYDAMATSSKLVIFDTTLEIKKAFFAMVANGVRAAPLWDSKKQSFVGMLTITDFILVLHRYYRSPLVQIYEIEEHKIETWREIYLQGCFKPLVSISPNDSLFEAVYAL.... Result: 0 (no interaction).